This data is from Forward reaction prediction with 1.9M reactions from USPTO patents (1976-2016). The task is: Predict the product of the given reaction. (1) Given the reactants [N+:1]([C:4]1[CH:5]=[C:6]([C:14]([O-])=O)[CH:7]=[C:8]([CH:13]=1)[C:9]([O:11][CH3:12])=[O:10])([O-:3])=[O:2].C(Cl)(=O)C(Cl)=O.C(N(C(C)C)C([S:29][C:30]1[CH:31]=[N:32][CH:33]=[CH:34][C:35]=1[NH2:36])=S)(C)C.C(N(CC)CC)C, predict the reaction product. The product is: [N+:1]([C:4]1[CH:13]=[C:8]([CH:7]=[C:6]([C:14]2[S:29][C:30]3[CH:31]=[N:32][CH:33]=[CH:34][C:35]=3[N:36]=2)[CH:5]=1)[C:9]([O:11][CH3:12])=[O:10])([O-:3])=[O:2]. (2) Given the reactants O.S(S([O-])=O)([O-])=O.[Na+].[NH2:9][C:10]1[C:11](=[O:27])[NH:12][C:13](=[O:26])[N:14]([CH:17]2[C:25]3[C:20](=[CH:21][CH:22]=[CH:23][CH:24]=3)[CH2:19][CH2:18]2)[C:15]=1[NH2:16].[Na+].N(C1C(=O)NC(=O)N(C2C3C(=CC=CC=3)CC2)C=1N)=O, predict the reaction product. The product is: [NH2:9][C:10]1[C:11](=[O:27])[NH:12][C:13](=[O:26])[N:14]([CH:17]2[C:25]3[C:20](=[CH:21][CH:22]=[CH:23][CH:24]=3)[CH2:19][CH2:18]2)[C:15]=1[NH2:16]. (3) Given the reactants [BH4-].[Na+].[CH3:3][O:4][C:5]1[CH:6]=[C:7]([C:14](=[O:21])[CH2:15][C:16]([O:18][CH2:19][CH3:20])=[O:17])[CH:8]=[CH:9][C:10]=1[N+:11]([O-:13])=[O:12].Cl, predict the reaction product. The product is: [CH3:3][O:4][C:5]1[CH:6]=[C:7]([CH:14]([OH:21])[CH2:15][C:16]([O:18][CH2:19][CH3:20])=[O:17])[CH:8]=[CH:9][C:10]=1[N+:11]([O-:13])=[O:12]. (4) Given the reactants [C:1]([C:3]1[CH:11]=[CH:10][CH:9]=[C:8]2[C:4]=1[CH:5]=[CH:6][NH:7]2)#[N:2].Cl.[NH2:13][OH:14].C([O-])([O-])=O.[Na+].[Na+], predict the reaction product. The product is: [OH:14][NH:13][C:1]([C:3]1[C:4]2[CH:5]=[CH:6][NH:7][C:8]=2[CH:9]=[CH:10][CH:11]=1)=[NH:2]. (5) Given the reactants [Cl:1][C:2]1[CH:7]=[CH:6][C:5]([O:8]C)=[CH:4][C:3]=1[C:10]1[CH:34]=[C:33]([CH3:35])[C:13]2[N:14]=[C:15]([NH:18][C:19]3[CH:24]=[CH:23][CH:22]=[C:21]([S:25][CH2:26][CH2:27][N:28]4[CH2:32][CH2:31][CH2:30][CH2:29]4)[CH:20]=3)[N:16]=[N:17][C:12]=2[CH:11]=1.B(Br)(Br)Br, predict the reaction product. The product is: [Cl:1][C:2]1[CH:7]=[CH:6][C:5]([OH:8])=[CH:4][C:3]=1[C:10]1[CH:34]=[C:33]([CH3:35])[C:13]2[N:14]=[C:15]([NH:18][C:19]3[CH:24]=[CH:23][CH:22]=[C:21]([S:25][CH2:26][CH2:27][N:28]4[CH2:29][CH2:30][CH2:31][CH2:32]4)[CH:20]=3)[N:16]=[N:17][C:12]=2[CH:11]=1.